This data is from Forward reaction prediction with 1.9M reactions from USPTO patents (1976-2016). The task is: Predict the product of the given reaction. The product is: [N+:8]([C:11]1[CH:18]=[CH:17][CH:16]=[C:13]([CH2:14][S:7][CH:5]([CH3:6])[CH3:4])[CH:12]=1)([O-:10])=[O:9]. Given the reactants C[O-].[Na+].[CH3:4][CH:5]([SH:7])[CH3:6].[N+:8]([C:11]1[CH:12]=[C:13]([CH:16]=[CH:17][CH:18]=1)[CH2:14]Cl)([O-:10])=[O:9], predict the reaction product.